The task is: Predict the reaction yield, written as a fraction of the theoretical maximum amount of product (1.0 means a 100% yield; for example, 0.34 means a 34% yield).. This data is from Reaction yield outcomes from USPTO patents with 853,638 reactions. (1) The yield is 0.400. The catalyst is O1CCCC1. The product is [Br:20][C:21]1[CH:26]=[CH:25][C:24]([CH2:27][CH:9]2[C:8](=[O:11])[CH:7]=[C:6]([O:5][CH2:1][CH:2]([CH3:4])[CH3:3])[CH2:10]2)=[CH:23][CH:22]=1. The reactants are [CH2:1]([O:5][C:6]1[CH2:10][CH2:9][C:8](=[O:11])[CH:7]=1)[CH:2]([CH3:4])[CH3:3].C([N-]C(C)C)(C)C.[Li+].[Br:20][C:21]1[CH:26]=[CH:25][C:24]([CH2:27]Br)=[CH:23][CH:22]=1. (2) The reactants are [Cl:1][C:2]1[CH:7]=[CH:6][C:5]([C:8]2[C:12]3[CH2:13][N:14]([C:17](=[O:21])[C:18]([NH2:20])=[O:19])[CH2:15][CH2:16][C:11]=3[N:10]([CH2:22][CH2:23][CH2:24][N:25]3[CH2:30][CH2:29][O:28][CH2:27][CH2:26]3)[N:9]=2)=[CH:4][C:3]=1I.C[Si]([C:36]#[CH:37])(C)C.[CH3:38]CN(CC)CC.[CH2:45]([NH:52][CH2:53][C:54]1[CH:59]=[C:58](I)[CH:57]=[CH:56][C:55]=1[Cl:61])[C:46]1[CH:51]=[CH:50][CH:49]=[CH:48][CH:47]=1.C1CCN2C(=NCCC2)CC1. The catalyst is CN(C=O)C.[Cu]I. The product is [Cl:1][C:2]1[CH:7]=[CH:6][C:5]([C:8]2[C:12]3[CH2:13][N:14]([C:17](=[O:21])[C:18]([NH2:20])=[O:19])[CH2:15][CH2:16][C:11]=3[N:10]([CH2:22][CH2:23][CH2:24][N:25]3[CH2:30][CH2:29][O:28][CH2:27][C@@H:26]3[CH3:38])[N:9]=2)=[CH:4][C:3]=1[C:36]#[C:37][C:58]1[CH:57]=[CH:56][C:55]([Cl:61])=[C:54]([CH2:53][NH:52][CH2:45][C:46]2[CH:51]=[CH:50][CH:49]=[CH:48][CH:47]=2)[CH:59]=1. The yield is 0.540. (3) The reactants are F[C:2]1[C:7]([F:8])=[CH:6][C:5]([I:9])=[CH:4][N:3]=1.N1C=CC=CC=1.[NH2:16][CH2:17][C:18]([CH3:21])([OH:20])[CH3:19]. The catalyst is CN1C(=O)CCC1. The product is [F:8][C:7]1[C:2]([NH:16][CH2:17][C:18]([CH3:21])([OH:20])[CH3:19])=[N:3][CH:4]=[C:5]([I:9])[CH:6]=1. The yield is 0.917. (4) The reactants are [C:1]([C:5]1[CH:6]=[C:7]([NH:17][C:18]([NH:20][C@@H:21]2[C:30]3[C:25](=[CH:26][CH:27]=[CH:28][CH:29]=3)[C@H:24]([O:31][C:32]3[CH:33]=[CH:34][C:35]4[N:36]([C:38]([CH2:41][N:42]5[CH2:47][CH2:46][N:45]([CH3:48])[CH:44]([CH2:49][O:50][Si](C(C)C)(C(C)C)C(C)C)[CH2:43]5)=[N:39][N:40]=4)[CH:37]=3)[CH2:23][CH2:22]2)=[O:19])[N:8]([C:10]2[CH:15]=[CH:14][C:13]([CH3:16])=[CH:12][CH:11]=2)[N:9]=1)([CH3:4])([CH3:3])[CH3:2].CCCC[N+](CCCC)(CCCC)CCCC.[F-]. The catalyst is C1COCC1.O. The product is [C:1]([C:5]1[CH:6]=[C:7]([NH:17][C:18]([NH:20][C@@H:21]2[C:30]3[C:25](=[CH:26][CH:27]=[CH:28][CH:29]=3)[C@H:24]([O:31][C:32]3[CH:33]=[CH:34][C:35]4[N:36]([C:38]([CH2:41][N:42]5[CH2:47][CH2:46][N:45]([CH3:48])[CH:44]([CH2:49][OH:50])[CH2:43]5)=[N:39][N:40]=4)[CH:37]=3)[CH2:23][CH2:22]2)=[O:19])[N:8]([C:10]2[CH:11]=[CH:12][C:13]([CH3:16])=[CH:14][CH:15]=2)[N:9]=1)([CH3:4])([CH3:2])[CH3:3]. The yield is 0.510. (5) The reactants are [Cl:1][C:2]1[CH:30]=[CH:29][C:5]2[N:6]([CH3:28])[C:7](=[O:27])[CH2:8][N:9]=[C:10]([C:11]3[CH:16]=[CH:15][C:14]([O:17][CH2:18][C:19]4[CH:24]=[CH:23][C:22]([O:25][CH3:26])=[CH:21][CH:20]=4)=[CH:13][CH:12]=3)[C:4]=2[CH:3]=1.CC(C)([O-])C.[K+].[F:37][C:38]([F:48])([F:47])[C:39]1[CH:46]=[CH:45][C:42]([CH2:43]Br)=[CH:41][CH:40]=1. The catalyst is O1CCCC1. The product is [Cl:1][C:2]1[CH:30]=[CH:29][C:5]2[N:6]([CH3:28])[C:7](=[O:27])[CH:8]([CH2:43][C:42]3[CH:41]=[CH:40][C:39]([C:38]([F:37])([F:47])[F:48])=[CH:46][CH:45]=3)[N:9]=[C:10]([C:11]3[CH:16]=[CH:15][C:14]([O:17][CH2:18][C:19]4[CH:24]=[CH:23][C:22]([O:25][CH3:26])=[CH:21][CH:20]=4)=[CH:13][CH:12]=3)[C:4]=2[CH:3]=1. The yield is 0.490.